The task is: Predict the reactants needed to synthesize the given product.. This data is from Full USPTO retrosynthesis dataset with 1.9M reactions from patents (1976-2016). (1) The reactants are: CC1(C)[O:19][C:6]2=[C:7]([CH3:18])[N:8]=[CH:9][C:10]([CH:11]=[CH:12][C:13]([O:15][CH2:16][CH3:17])=[O:14])=[C:5]2[CH2:4][O:3]1. Given the product [OH:19][C:6]1[C:5]([CH2:4][OH:3])=[C:10]([CH:11]=[CH:12][C:13]([O:15][CH2:16][CH3:17])=[O:14])[CH:9]=[N:8][C:7]=1[CH3:18], predict the reactants needed to synthesize it. (2) Given the product [Cl:8][C:4]1[CH:5]=[CH:6][CH:7]=[C:2]([Cl:1])[C:3]=1[N:9]1[CH:26]=[C:12]2[C:13]([NH:17][C:18]3[CH:23]=[C:22]([N:24]4[CH2:54][CH:53]([F:52])[CH2:25]4)[N:21]=[CH:20][N:19]=3)=[N:14][CH:15]=[CH:16][C:11]2=[N:10]1, predict the reactants needed to synthesize it. The reactants are: [Cl:1][C:2]1[CH:7]=[CH:6][CH:5]=[C:4]([Cl:8])[C:3]=1[N:9]1[CH:26]=[C:12]2[C:13]([NH:17][C:18]3[CH:23]=[C:22]([NH:24][CH3:25])[N:21]=[CH:20][N:19]=3)=[N:14][CH:15]=[CH:16][C:11]2=[N:10]1.ClC1N=CN=C(NC2C3=CN(C4C(Cl)=CC=CC=4Cl)N=C3C=CN=2)C=1.[F:52][CH:53]1CN[CH2:54]1.CCN(C(C)C)C(C)C. (3) Given the product [C:1]([C:3]1[CH:8]=[CH:7][C:6]([NH:9][C:10]([C:11]2([CH3:13])[CH2:12][O:27]2)=[O:14])=[CH:5][C:4]=1[C:15]([F:17])([F:16])[F:18])#[N:2], predict the reactants needed to synthesize it. The reactants are: [C:1]([C:3]1[CH:8]=[CH:7][C:6]([NH:9][C:10](=[O:14])[C:11]([CH3:13])=[CH2:12])=[CH:5][C:4]=1[C:15]([F:18])([F:17])[F:16])#[N:2].ClC1C=CC=C(C(OO)=[O:27])C=1. (4) Given the product [N:1]([CH2:4][C@H:5]([CH:29]1[CH2:30][CH2:31]1)[C@@H:6]([O:7][Si:8]([C:11]([CH3:14])([CH3:13])[CH3:12])([CH3:10])[CH3:9])[C@H:15]([NH:16][C:22](=[O:23])[O:24][C:25]([CH3:28])([CH3:26])[CH3:27])[CH2:19][OH:18])=[N+:2]=[N-:3], predict the reactants needed to synthesize it. The reactants are: [N:1]([CH2:4][C@H:5]([CH:29]1[CH2:31][CH2:30]1)[C@H:6]([C@H:15]1[CH2:19][O:18]C(C)(C)[N:16]1[C:22]([O:24][C:25]([CH3:28])([CH3:27])[CH3:26])=[O:23])[O:7][Si:8]([C:11]([CH3:14])([CH3:13])[CH3:12])([CH3:10])[CH3:9])=[N+:2]=[N-:3].C(O)(C(F)(F)F)=O.CCN(C(C)C)C(C)C.C(OC(OC(OC(C)(C)C)=O)=O)(C)(C)C. (5) Given the product [CH:19]([O:18][C:15]1[CH:16]=[CH:17][C:12]([C:10]([N:7]2[CH2:6][CH2:5][C:4]3([O:23][C:24]([C:26]4[CH:27]=[N:28][CH:29]=[CH:30][CH:31]=4)=[CH:25][CH:2]([O:1][CH:32]([CH3:34])[CH3:33])[CH2:3]3)[CH2:9][CH2:8]2)=[O:11])=[CH:13][C:14]=1[CH3:22])([CH3:21])[CH3:20], predict the reactants needed to synthesize it. The reactants are: [OH:1][CH:2]1[CH:25]=[C:24]([C:26]2[CH:27]=[N:28][CH:29]=[CH:30][CH:31]=2)[O:23][C:4]2([CH2:9][CH2:8][N:7]([C:10]([C:12]3[CH:17]=[CH:16][C:15]([O:18][CH:19]([CH3:21])[CH3:20])=[C:14]([CH3:22])[CH:13]=3)=[O:11])[CH2:6][CH2:5]2)[CH2:3]1.[CH:32](O)([CH3:34])[CH3:33].C1(C)C=CC(S([O-])(=O)=O)=CC=1.[NH+]1C=CC=CC=1. (6) Given the product [CH2:9]([O:16][C:17]1[CH:22]=[CH:21][N:20]([C:23]2[S:24][C:25]([C:29]([NH:8][CH2:7][C:4]3[S:5][CH:6]=[C:2]([CH3:1])[CH:3]=3)=[O:30])=[C:26]([CH3:28])[N:27]=2)[C:19](=[O:32])[CH:18]=1)[C:10]1[CH:15]=[CH:14][CH:13]=[CH:12][CH:11]=1, predict the reactants needed to synthesize it. The reactants are: [CH3:1][C:2]1[CH:3]=[C:4]([CH2:7][NH2:8])[S:5][CH:6]=1.[CH2:9]([O:16][C:17]1[CH:22]=[CH:21][N:20]([C:23]2[S:24][C:25]([C:29](O)=[O:30])=[C:26]([CH3:28])[N:27]=2)[C:19](=[O:32])[CH:18]=1)[C:10]1[CH:15]=[CH:14][CH:13]=[CH:12][CH:11]=1. (7) Given the product [N+:8]([C:5]1[CH:6]=[CH:7][C:2]([N:11]2[CH2:16][CH2:15][O:14][CH2:13][CH2:12]2)=[N:3][CH:4]=1)([O-:10])=[O:9], predict the reactants needed to synthesize it. The reactants are: Cl[C:2]1[CH:7]=[CH:6][C:5]([N+:8]([O-:10])=[O:9])=[CH:4][N:3]=1.[NH:11]1[CH2:16][CH2:15][O:14][CH2:13][CH2:12]1. (8) Given the product [F:35][C:10]1([F:36])[C:9]2[C:32](=[CH:33][CH:34]=[C:7]([CH:41]=[CH2:42])[CH:8]=2)[C:13]2=[N:14][O:15][C:16]([C:17]3[C:21]([C:22]([F:25])([F:23])[F:24])=[C:20]([C:26]4[CH:27]=[CH:28][CH:29]=[CH:30][CH:31]=4)[O:19][N:18]=3)=[C:12]2[CH2:11]1, predict the reactants needed to synthesize it. The reactants are: FC(F)(F)S(O[C:7]1[CH:8]=[C:9]2[C:32](=[CH:33][CH:34]=1)[C:13]1=[N:14][O:15][C:16]([C:17]3[C:21]([C:22]([F:25])([F:24])[F:23])=[C:20]([C:26]4[CH:31]=[CH:30][CH:29]=[CH:28][CH:27]=4)[O:19][N:18]=3)=[C:12]1[CH2:11][C:10]2([F:36])[F:35])(=O)=O.[Cl-].[Li+].[CH2:41]([Sn](CCCC)(CCCC)C=C)[CH2:42]CC. (9) The reactants are: [NH2:1][C@@H:2]([CH2:5][CH3:6])[CH2:3][OH:4].CCN(C(C)C)C(C)C.[C:16](Cl)([C:29]1[CH:34]=[CH:33][CH:32]=[CH:31][CH:30]=1)([C:23]1[CH:28]=[CH:27][CH:26]=[CH:25][CH:24]=1)[C:17]1[CH:22]=[CH:21][CH:20]=[CH:19][CH:18]=1.CCCCCC. Given the product [C:16]([NH:1][C@@H:2]([CH2:5][CH3:6])[CH2:3][OH:4])([C:17]1[CH:22]=[CH:21][CH:20]=[CH:19][CH:18]=1)([C:29]1[CH:30]=[CH:31][CH:32]=[CH:33][CH:34]=1)[C:23]1[CH:24]=[CH:25][CH:26]=[CH:27][CH:28]=1, predict the reactants needed to synthesize it. (10) Given the product [O:23]1[CH:27]=[CH:26][C:25]([C:2]2[CH:3]=[C:4]([C:8]3[N:9]=[C:10]([CH:20]([CH3:22])[CH3:21])[NH:11][C:12]=3[C:13]3[CH:18]=[CH:17][CH:16]=[C:15]([CH3:19])[N:14]=3)[CH:5]=[CH:6][CH:7]=2)=[CH:24]1, predict the reactants needed to synthesize it. The reactants are: Br[C:2]1[CH:3]=[C:4]([C:8]2[N:9]=[C:10]([CH:20]([CH3:22])[CH3:21])[NH:11][C:12]=2[C:13]2[CH:18]=[CH:17][CH:16]=[C:15]([CH3:19])[N:14]=2)[CH:5]=[CH:6][CH:7]=1.[O:23]1[CH:27]=[CH:26][C:25](B(O)O)=[CH:24]1.